From a dataset of Reaction yield outcomes from USPTO patents with 853,638 reactions. Predict the reaction yield, written as a fraction of the theoretical maximum amount of product (1.0 means a 100% yield; for example, 0.34 means a 34% yield). (1) The reactants are [CH3:1][O:2][C:3]1[CH:11]=[CH:10][C:6]([C:7]([NH2:9])=[O:8])=[CH:5][CH:4]=1.[Cl:12][CH2:13][C:14]([CH2:16]Cl)=O. No catalyst specified. The product is [Cl:12][CH2:13][C:14]1[N:9]=[C:7]([C:6]2[CH:10]=[CH:11][C:3]([O:2][CH3:1])=[CH:4][CH:5]=2)[O:8][CH:16]=1. The yield is 0.780. (2) The reactants are CC1(C)[O:6][C@@H:5]([CH2:7][O:8][NH:9][C:10]([C:12]2[O:20][C:19]3[CH:18]=[CH:17][N:16]=[CH:15][C:14]=3[C:13]=2[NH:21][C:22]2[CH:27]=[CH:26][C:25](Br)=[CH:24][C:23]=2[F:29])=[O:11])[CH2:4][O:3]1.C[Si]([C:35]#[CH:36])(C)C.C(=O)([O-])[O-].[K+].[K+]. The catalyst is C(N(CC)CC)C.C(OCC)(=O)C.CO.Cl[Pd](Cl)([P](C1C=CC=CC=1)(C1C=CC=CC=1)C1C=CC=CC=1)[P](C1C=CC=CC=1)(C1C=CC=CC=1)C1C=CC=CC=1. The product is [OH:6][C@H:5]([CH2:4][OH:3])[CH2:7][O:8][NH:9][C:10]([C:12]1[O:20][C:19]2[CH:18]=[CH:17][N:16]=[CH:15][C:14]=2[C:13]=1[NH:21][C:22]1[CH:27]=[CH:26][C:25]([C:35]#[CH:36])=[CH:24][C:23]=1[F:29])=[O:11]. The yield is 0.240. (3) The reactants are [C:1]([C:5]1[CH:10]=[CH:9][C:8]([N+:11]([O-])=O)=[CH:7][C:6]=1[OH:14])([CH3:4])([CH3:3])[CH3:2].C([O-])=O.[NH4+]. The catalyst is CCO.[Pd]. The product is [C:1]([C:5]1[CH:10]=[CH:9][C:8]([NH2:11])=[CH:7][C:6]=1[OH:14])([CH3:4])([CH3:2])[CH3:3]. The yield is 0.870. (4) The reactants are [F:1][C:2]1[CH:7]=[C:6]([N+:8]([O-:10])=[O:9])[CH:5]=[CH:4][C:3]=1[OH:11].[CH2:12](Br)[C:13]1[CH:18]=[CH:17][CH:16]=[CH:15][CH:14]=1.C(=O)([O-])[O-].[K+].[K+]. The catalyst is CN(C=O)C. The product is [CH2:12]([O:11][C:3]1[CH:4]=[CH:5][C:6]([N+:8]([O-:10])=[O:9])=[CH:7][C:2]=1[F:1])[C:13]1[CH:18]=[CH:17][CH:16]=[CH:15][CH:14]=1. The yield is 0.950. (5) The reactants are [NH2:1][C:2]1[C:3]([C:9]#[N:10])=[N:4][C:5]([Br:8])=[CH:6][N:7]=1.Cl.[NH2:12][OH:13].C(N(CC)CC)C. The catalyst is CO. The product is [NH2:1][C:2]1[C:3]([C:9](=[N:12][OH:13])[NH2:10])=[N:4][C:5]([Br:8])=[CH:6][N:7]=1. The yield is 0.780. (6) The reactants are Cl[C:2]1[C:11]2[C:6](=[CH:7][C:8]([O:12][CH2:13][CH2:14][CH2:15][Cl:16])=[CH:9][CH:10]=2)[N:5]=[CH:4][N:3]=1.[NH2:17][C:18]1[C:23]([Cl:24])=[CH:22][N:21]=[C:20]2[O:25][CH2:26][O:27][C:19]=12. No catalyst specified. The product is [Cl:24][C:23]1[C:18]([NH:17][C:2]2[C:11]3[C:6](=[CH:7][C:8]([O:12][CH2:13][CH2:14][CH2:15][Cl:16])=[CH:9][CH:10]=3)[N:5]=[CH:4][N:3]=2)=[C:19]2[O:27][CH2:26][O:25][C:20]2=[N:21][CH:22]=1. The yield is 0.890. (7) The reactants are [CH2:1]([O:8][C:9]1[CH:14]=[C:13]([O:15][CH2:16][C:17]2[CH:22]=[CH:21][CH:20]=[CH:19][CH:18]=2)[CH:12]=[CH:11][C:10]=1[CH2:23][CH2:24][C:25](OCC1C=CC=CC=1)=[O:26])[C:2]1[CH:7]=[CH:6][CH:5]=[CH:4][CH:3]=1.[H-].[H-].[H-].[H-].[Li+].[Al+3].O. The catalyst is O1CCCC1. The product is [CH2:1]([O:8][C:9]1[CH:14]=[C:13]([O:15][CH2:16][C:17]2[CH:22]=[CH:21][CH:20]=[CH:19][CH:18]=2)[CH:12]=[CH:11][C:10]=1[CH2:23][CH2:24][CH2:25][OH:26])[C:2]1[CH:3]=[CH:4][CH:5]=[CH:6][CH:7]=1. The yield is 0.820.